This data is from Catalyst prediction with 721,799 reactions and 888 catalyst types from USPTO. The task is: Predict which catalyst facilitates the given reaction. (1) Reactant: Cl[C:2]([O:4][CH3:5])=[O:3].[NH2:6][C@H:7]([CH2:26][O:27][C:28]1[CH:33]=[CH:32][C:31]([C:34]#[N:35])=[CH:30][CH:29]=1)[CH2:8][N:9]1[CH2:15][CH:14]2[CH:16]([N:17]([CH3:25])[C:18](=[O:24])[O:19][C:20]([CH3:23])([CH3:22])[CH3:21])[CH:11]([CH2:12][CH2:13]2)[CH2:10]1.C([O-])([O-])=O.[Na+].[Na+]. Product: [C:20]([O:19][C:18]([N:17]([CH3:25])[CH:16]1[CH:11]2[CH2:12][CH2:13][CH:14]1[CH2:15][N:9]([CH2:8][C@H:7]([NH:6][C:2](=[O:3])[O:4][CH3:5])[CH2:26][O:27][C:28]1[CH:33]=[CH:32][C:31]([C:34]#[N:35])=[CH:30][CH:29]=1)[CH2:10]2)=[O:24])([CH3:22])([CH3:21])[CH3:23]. The catalyst class is: 2. (2) Reactant: Cl.[Si]([O:9][CH2:10][C:11]1[CH:12]=[C:13]2[C:18](=[N:19][C:20]=1[CH:21](OC)[O:22]C)[N:17]([C:26]([NH:28][C:29]1[CH:34]=[C:33]([N:35]3[CH2:40][CH2:39][O:38][CH:37]([CH2:41][N:42]([CH3:44])[CH3:43])[CH2:36]3)[C:32]([C:45]#[N:46])=[CH:31][N:30]=1)=[O:27])[CH2:16][CH2:15][CH2:14]2)(C(C)(C)C)(C)C.C([O-])(O)=O.[Na+]. Product: [C:45]([C:32]1[C:33]([N:35]2[CH2:40][CH2:39][O:38][CH:37]([CH2:41][N:42]([CH3:44])[CH3:43])[CH2:36]2)=[CH:34][C:29]([NH:28][C:26]([N:17]2[C:18]3[C:13](=[CH:12][C:11]([CH2:10][OH:9])=[C:20]([CH:21]=[O:22])[N:19]=3)[CH2:14][CH2:15][CH2:16]2)=[O:27])=[N:30][CH:31]=1)#[N:46]. The catalyst class is: 1. (3) Reactant: [CH:1]1([CH:4]([N:6]2[CH:11]=[C:10]([C:12]3[CH:16]=[CH:15][N:14]([CH3:17])[N:13]=3)[C:9](OC)=[C:8]([C:20]#[N:21])[C:7]2=[O:22])[CH3:5])[CH2:3][CH2:2]1.O.[NH2:24][NH2:25]. Product: [NH2:21][C:20]1[C:8]2[C:7](=[O:22])[N:6]([CH:4]([CH:1]3[CH2:3][CH2:2]3)[CH3:5])[CH:11]=[C:10]([C:12]3[CH:16]=[CH:15][N:14]([CH3:17])[N:13]=3)[C:9]=2[NH:25][N:24]=1. The catalyst class is: 8. (4) Reactant: [ClH:1].[C:2]([O:6][C:7]([N:9]1[CH2:14][CH2:13][N:12]([CH2:15][CH2:16][CH2:17][N:18]2[CH2:22][CH2:21][CH2:20][C@@H:19]2[CH2:23][OH:24])[C:11](=[O:25])[CH2:10]1)=[O:8])(C)(C)C.CN1CC[O:30]CC1.[Cl:33][C:34]1[CH:35]=[C:36]([CH:42]=[CH:43][C:44]=1[Cl:45])[CH:37]=[CH:38]C(O)=O.F[P-](F)(F)(F)(F)F.N1(OC(N(C)C)=[N+](C)C)C2N=CC=CC=2N=N1. Product: [CH2:44]([Cl:45])[Cl:1].[CH3:2][OH:6].[NH4+:9].[OH-:30].[Cl:33][C:34]1[CH:35]=[C:36](/[CH:37]=[CH:38]/[C:7]([N:9]2[CH2:14][CH2:13][N:12]([CH2:15][CH2:16][CH2:17][N:18]3[CH2:22][CH2:21][CH2:20][C@@H:19]3[CH2:23][OH:24])[C:11](=[O:25])[CH2:10]2)=[O:8])[CH:42]=[CH:43][C:44]=1[Cl:45]. The catalyst class is: 12. (5) Product: [CH3:25][C@@:12]([C:19]1[CH:20]=[CH:21][CH:22]=[CH:23][CH:24]=1)([CH2:13][CH2:14][C:15]([CH3:16])([CH3:17])[CH3:18])[C:11]([OH:26])=[O:28]. The catalyst class is: 12. Reactant: OC[C@@H](N[C:11](=[O:26])[C@:12]([CH3:25])([C:19]1[CH:24]=[CH:23][CH:22]=[CH:21][CH:20]=1)[CH2:13][CH2:14][C:15]([CH3:18])([CH3:17])[CH3:16])C1C=CC=CC=1.S(=O)(=O)(O)[OH:28].